This data is from Reaction yield outcomes from USPTO patents with 853,638 reactions. The task is: Predict the reaction yield, written as a fraction of the theoretical maximum amount of product (1.0 means a 100% yield; for example, 0.34 means a 34% yield). (1) The reactants are N[C@H](C(O)=O)CS.C1(=O)NC(=O)C=C1.[OH:15][C:16]([CH2:18][CH2:19][CH2:20][CH2:21][C@H:22]1[C@@H:30]2[C@@H:25]([NH:26][C:27]([NH:29]2)=[O:28])[CH2:24][S:23]1)=[O:17]. No catalyst specified. The product is [OH:17][C:16]([CH2:18][CH2:19][CH2:20][CH2:21][C@H:22]1[C@@H:30]2[C@@H:25]([NH:26][C:27]([NH:29]2)=[O:28])[CH2:24][S:23]1)=[O:15]. The yield is 1.00. (2) The reactants are C[O:2][C:3](=[O:31])[C:4]1[CH:9]=[CH:8][C:7]([CH2:10][N:11]2[CH:16]([C:17]3[C:22]([CH3:23])=[CH:21][CH:20]=[CH:19][N:18]=3)[CH2:15][CH2:14][CH2:13][CH:12]2[C:24]2[C:29]([CH3:30])=[CH:28][CH:27]=[CH:26][N:25]=2)=[CH:6][CH:5]=1.O.[OH-].[Na+].Cl. The catalyst is CO. The product is [CH3:30][C:29]1[C:24]([CH:12]2[CH2:13][CH2:14][CH2:15][CH:16]([C:17]3[C:22]([CH3:23])=[CH:21][CH:20]=[CH:19][N:18]=3)[N:11]2[CH2:10][C:7]2[CH:6]=[CH:5][C:4]([C:3]([OH:31])=[O:2])=[CH:9][CH:8]=2)=[N:25][CH:26]=[CH:27][CH:28]=1. The yield is 1.00. (3) The reactants are I[C:2]1[CH:3]=[C:4]([C:20]([NH:22][CH2:23][C:24]2[CH:29]=[CH:28][C:27]([S:30]([CH3:33])(=[O:32])=[O:31])=[CH:26][CH:25]=2)=[O:21])[C:5](=[O:19])[N:6]([C:9]2[CH:14]=[CH:13][CH:12]=[C:11]([C:15]([F:18])([F:17])[F:16])[CH:10]=2)[C:7]=1[CH3:8].[CH:34]([O:36][CH2:37][CH2:38][CH2:39][CH3:40])=[CH2:35].C(N(CC)CC)C. The catalyst is C1C=CC(P(C2C=CC=CC=2)CCP(C2C=CC=CC=2)C2C=CC=CC=2)=CC=1.C1C=CC(P(C2C=CC=CC=2)CCP(C2C=CC=CC=2)C2C=CC=CC=2)=CC=1.[Pd].CN(C=O)C. The product is [CH2:37]([O:36][C:34]([C:2]1[CH:3]=[C:4]([C:20]([NH:22][CH2:23][C:24]2[CH:29]=[CH:28][C:27]([S:30]([CH3:33])(=[O:31])=[O:32])=[CH:26][CH:25]=2)=[O:21])[C:5](=[O:19])[N:6]([C:9]2[CH:14]=[CH:13][CH:12]=[C:11]([C:15]([F:17])([F:16])[F:18])[CH:10]=2)[C:7]=1[CH3:8])=[CH2:35])[CH2:38][CH2:39][CH3:40]. The yield is 0.280.